This data is from Forward reaction prediction with 1.9M reactions from USPTO patents (1976-2016). The task is: Predict the product of the given reaction. (1) Given the reactants [NH:1]([C:3]1[N:8]([CH2:9][CH:10]([CH3:12])[CH3:11])[C:7](=[O:13])[NH:6][C:5](=[O:14])[CH:4]=1)[NH2:2].[C:15]1([CH:25]=O)[C:24]2[C:19](=[CH:20][CH:21]=[CH:22][CH:23]=2)[CH:18]=[CH:17][CH:16]=1, predict the reaction product. The product is: [CH2:9]([N:8]1[C:3]([NH:1][N:2]=[CH:25][C:15]2[C:24]3[C:19](=[CH:20][CH:21]=[CH:22][CH:23]=3)[CH:18]=[CH:17][CH:16]=2)=[CH:4][C:5](=[O:14])[NH:6][C:7]1=[O:13])[CH:10]([CH3:11])[CH3:12]. (2) Given the reactants [Br:1][C:2]1[C:3]([NH:9][C:10]2[CH:19]=[CH:18][CH:17]=[CH:16][C:11]=2[C:12]([NH:14][CH3:15])=[O:13])=[N:4][C:5](Cl)=[N:6][CH:7]=1.[NH2:20][C:21]1[C:37]([O:38][CH3:39])=[CH:36][C:24]2[CH2:25][CH2:26][N:27]([CH2:30][C:31]([N:33]([CH3:35])[CH3:34])=[O:32])[CH2:28][CH2:29][C:23]=2[CH:22]=1.C12(CS(O)(=O)=O)C(C)(C)C(CC1)CC2=O, predict the reaction product. The product is: [Br:1][C:2]1[C:3]([NH:9][C:10]2[CH:19]=[CH:18][CH:17]=[CH:16][C:11]=2[C:12]([NH:14][CH3:15])=[O:13])=[N:4][C:5]([NH:20][C:21]2[C:37]([O:38][CH3:39])=[CH:36][C:24]3[CH2:25][CH2:26][N:27]([CH2:30][C:31](=[O:32])[N:33]([CH3:34])[CH3:35])[CH2:28][CH2:29][C:23]=3[CH:22]=2)=[N:6][CH:7]=1. (3) Given the reactants S([O-])(O)=O.[Na+].[NH2:6][C:7]1[C:12]([CH:13]=O)=[CH:11][C:10]([C:15]2[CH:16]=[N:17][N:18]([CH2:20][C:21](=[O:28])[N:22]3[CH2:27][CH2:26][CH2:25][CH2:24][CH2:23]3)[CH:19]=2)=[CH:9][N:8]=1.[NH2:29][C:30]1[CH:31]=[C:32]([C:37]2[CH:38]([CH3:44])[CH2:39][C:40](=[O:43])[NH:41][N:42]=2)[CH:33]=[CH:34][C:35]=1[NH2:36].O, predict the reaction product. The product is: [NH2:6][C:7]1[C:12]([C:13]2[NH:29][C:30]3[CH:31]=[C:32]([C:37]4[CH:38]([CH3:44])[CH2:39][C:40](=[O:43])[NH:41][N:42]=4)[CH:33]=[CH:34][C:35]=3[N:36]=2)=[CH:11][C:10]([C:15]2[CH:16]=[N:17][N:18]([CH2:20][C:21](=[O:28])[N:22]3[CH2:27][CH2:26][CH2:25][CH2:24][CH2:23]3)[CH:19]=2)=[CH:9][N:8]=1. (4) Given the reactants Cl[C:2]1[C:11]2[C:6](=[CH:7][CH:8]=[CH:9][CH:10]=2)[C:5]([Cl:12])=[N:4][N:3]=1.[CH3:13][C@H:14]1[CH2:19][NH:18][CH2:17][CH2:16][N:15]1[C:20]([O:22][C:23]([CH3:26])([CH3:25])[CH3:24])=[O:21].C(N(CC)CC)C.O, predict the reaction product. The product is: [Cl:12][C:5]1[C:6]2[C:11](=[CH:10][CH:9]=[CH:8][CH:7]=2)[C:2]([N:18]2[CH2:17][CH2:16][N:15]([C:20]([O:22][C:23]([CH3:26])([CH3:25])[CH3:24])=[O:21])[C@@H:14]([CH3:13])[CH2:19]2)=[N:3][N:4]=1. (5) Given the reactants [C:1]([C:5]1[C:10]2[CH:11]=[CH:12][O:13][C:9]=2[CH:8]=[CH:7][C:6]=1[OH:14])([CH3:4])([CH3:3])[CH3:2].[CH2:15](Br)[C:16]1[CH:21]=[CH:20][CH:19]=[CH:18][CH:17]=1.C(=O)([O-])[O-].[K+].[K+], predict the reaction product. The product is: [CH2:15]([O:14][C:6]1[CH:7]=[CH:8][C:9]2[O:13][CH:12]=[CH:11][C:10]=2[C:5]=1[C:1]([CH3:4])([CH3:2])[CH3:3])[C:16]1[CH:21]=[CH:20][CH:19]=[CH:18][CH:17]=1. (6) Given the reactants [N:1]12[CH2:10][CH:5]3[CH2:6][CH:7]([CH2:9][CH:3]([C:4]3=O)[CH2:2]1)[CH2:8]2.Cl.[CH2:13]([O:20][NH2:21])[C:14]1[CH:19]=[CH:18][CH:17]=[CH:16][CH:15]=1.Cl, predict the reaction product. The product is: [CH2:13]([O:20][N:21]=[C:4]1[CH:5]2[CH2:10][N:1]3[CH2:8][CH:7]([CH2:9][CH:3]1[CH2:2]3)[CH2:6]2)[C:14]1[CH:19]=[CH:18][CH:17]=[CH:16][CH:15]=1. (7) Given the reactants CS(C)=O.C(Cl)(=O)C(Cl)=O.[CH2:11]([O:18][CH2:19][CH:20]1[O:25][CH2:24][CH:23]([OH:26])[CH2:22][CH2:21]1)[C:12]1[CH:17]=[CH:16][CH:15]=[CH:14][CH:13]=1.C(N(CC)CC)C.[NH4+].[Cl-], predict the reaction product. The product is: [CH2:11]([O:18][CH2:19][CH:20]1[O:25][CH2:24][C:23](=[O:26])[CH2:22][CH2:21]1)[C:12]1[CH:13]=[CH:14][CH:15]=[CH:16][CH:17]=1.